Dataset: Full USPTO retrosynthesis dataset with 1.9M reactions from patents (1976-2016). Task: Predict the reactants needed to synthesize the given product. (1) Given the product [CH3:1][N:2]([CH3:3])[C:14]1[CH:13]=[C:12]2[C:7]([C:8](=[O:30])[C:9]([C:28]#[N:29])=[CH:10][N:11]2[CH:16]([C:18]2[CH:19]=[CH:20][C:21]([C:24]([F:26])([F:27])[F:25])=[CH:22][CH:23]=2)[CH3:17])=[CH:6][C:5]=1[F:4], predict the reactants needed to synthesize it. The reactants are: [CH3:1][NH:2][CH3:3].[F:4][C:5]1[CH:6]=[C:7]2[C:12](=[CH:13][C:14]=1F)[N:11]([CH:16]([C:18]1[CH:23]=[CH:22][C:21]([C:24]([F:27])([F:26])[F:25])=[CH:20][CH:19]=1)[CH3:17])[CH:10]=[C:9]([C:28]#[N:29])[C:8]2=[O:30]. (2) Given the product [CH3:1][N:2]1[C:15]2[C:10](=[CH:11][CH:12]=[CH:13][CH:14]=2)[CH:9]([C:16]([OH:18])=[O:17])[C:8]2[CH:7]=[CH:6][CH:5]=[CH:4][C:3]1=2.[CH:13]1[CH:12]=[CH:11][C:10]([C:9]2[CH:16]=[CH:5][CH:6]=[CH:7][CH:8]=2)=[CH:15][CH:14]=1, predict the reactants needed to synthesize it. The reactants are: [CH3:1][N:2]1[C:15]2[C:10](=[CH:11][CH:12]=[CH:13][CH:14]=2)[CH:9]([C:16]([O:18]C)=[O:17])[C:8]2[CH:7]=[CH:6][CH:5]=[CH:4][C:3]1=2. (3) Given the product [OH-:2].[Co+2:18].[Mn+2:12].[Ni+2:6].[OH-:8].[OH-:14].[OH-:20].[OH-:26].[OH-:2], predict the reactants needed to synthesize it. The reactants are: S([O-])([O-])(=O)=[O:2].[Ni+2:6].S([O-])([O-])(=O)=[O:8].[Mn+2:12].S([O-])([O-])(=O)=[O:14].[Co+2:18].S([O-])([O-])(=O)=[O:20].[NH4+].[NH4+].[OH-:26].[Na+]. (4) Given the product [C:19]([C:16]([C:12]1[CH:11]=[C:10]([CH:15]=[CH:14][CH:13]=1)[C:9]([NH:8][C:4]1[CH:5]=[CH:6][CH:7]=[C:2]([NH:1][CH:22]=[O:23])[CH:3]=1)=[O:21])([CH3:18])[CH3:17])#[N:20], predict the reactants needed to synthesize it. The reactants are: [NH2:1][C:2]1[CH:3]=[C:4]([NH:8][C:9](=[O:21])[C:10]2[CH:15]=[CH:14][CH:13]=[C:12]([C:16]([C:19]#[N:20])([CH3:18])[CH3:17])[CH:11]=2)[CH:5]=[CH:6][CH:7]=1.[CH:22](O)=[O:23].C(OC(=O)C)(=O)C.C(=O)([O-])O.[Na+]. (5) The reactants are: [OH:1][C:2]1[CH:3]=[C:4]([CH:7]=[CH:8][C:9]=1[OH:10])[CH:5]=[O:6].CI.[C:13](=O)([O-])[O-].[Li+].[Li+]. Given the product [OH:1][C:2]1[CH:3]=[C:4]([CH:7]=[CH:8][C:9]=1[O:10][CH3:13])[CH:5]=[O:6], predict the reactants needed to synthesize it. (6) Given the product [Cl:44][C:39]1[C:38]2[C:42](=[CH:43][C:35]([C:33]([NH:32][CH:25]([C:26]3[CH:31]=[CH:30][N:29]=[CH:28][CH:27]=3)[CH2:24][O:23][CH2:22][CH:19]3[CH2:18][CH2:17][NH:16][CH2:21][CH2:20]3)=[O:34])=[CH:36][CH:37]=2)[NH:41][CH:40]=1, predict the reactants needed to synthesize it. The reactants are: C1(OC)C=CC=CC=1.C(OC([N:16]1[CH2:21][CH2:20][CH:19]([CH2:22][O:23][CH2:24][CH:25]([NH:32][C:33]([C:35]2[CH:43]=[C:42]3[C:38]([C:39]([Cl:44])=[CH:40][NH:41]3)=[CH:37][CH:36]=2)=[O:34])[C:26]2[CH:31]=[CH:30][N:29]=[CH:28][CH:27]=2)[CH2:18][CH2:17]1)=O)(C)(C)C.